Task: Predict the reactants needed to synthesize the given product.. Dataset: Full USPTO retrosynthesis dataset with 1.9M reactions from patents (1976-2016) (1) Given the product [N:16]1[CH:21]=[CH:20][CH:19]=[C:18]([C:5]2[CH:6]=[CH:7][CH:8]=[CH:9][C:2]=2[CH:3]=[O:4])[CH:17]=1, predict the reactants needed to synthesize it. The reactants are: Br[C:2]1([CH:9]=[CH:8][CH:7]=[CH:6][CH2:5]1)[CH:3]=[O:4].C(=O)([O-])[O-].[Na+].[Na+].[N:16]1[CH:21]=[CH:20][CH:19]=[C:18](B(O)O)[CH:17]=1.C1(P(C2C=CC=CC=2)C2C=CC=CC=2)C=CC=CC=1. (2) Given the product [Cl:6][C:7]1[C:8]([F:33])=[C:9]([CH:30]=[CH:31][CH:32]=1)[NH:10][C:11]1[C:20]2[C:15](=[CH:16][C:17]([O:28][CH3:29])=[C:18]([O:21][CH:22]3[CH2:27][CH2:26][N:25]([C:3]([O:2][CH3:1])=[O:4])[CH2:24][CH2:23]3)[CH:19]=2)[N:14]=[CH:13][N:12]=1, predict the reactants needed to synthesize it. The reactants are: [CH3:1][O:2][C:3](Cl)=[O:4].[Cl:6][C:7]1[C:8]([F:33])=[C:9]([CH:30]=[CH:31][CH:32]=1)[NH:10][C:11]1[C:20]2[C:15](=[CH:16][C:17]([O:28][CH3:29])=[C:18]([O:21][CH:22]3[CH2:27][CH2:26][NH:25][CH2:24][CH2:23]3)[CH:19]=2)[N:14]=[CH:13][N:12]=1.C(N(C(C)C)CC)(C)C. (3) Given the product [C:1]([C:5]1[CH:11]=[C:10]([O:12][C:19](=[O:20])[C:18]([CH3:23])([CH3:22])[CH3:17])[C:9]([C:13]([CH3:16])([CH3:15])[CH3:14])=[CH:8][C:6]=1[OH:7])([CH3:4])([CH3:3])[CH3:2], predict the reactants needed to synthesize it. The reactants are: [C:1]([C:5]1[CH:11]=[C:10]([OH:12])[C:9]([C:13]([CH3:16])([CH3:15])[CH3:14])=[CH:8][C:6]=1[OH:7])([CH3:4])([CH3:3])[CH3:2].[CH3:17][C:18]([CH3:23])([CH3:22])[C:19](O)=[O:20].S(=O)(=O)(O)O. (4) The reactants are: C(OC([N:8]1[CH2:11][CH:10]([O:12][C:13]2[CH:18]=[CH:17][C:16]([NH:19][C:20]([C:22]3[S:26][C:25]([C:27]4[CH:32]=[CH:31][C:30]([Cl:33])=[CH:29][CH:28]=4)=[N:24][C:23]=3[CH2:34][CH:35](OC)OC)=[O:21])=[CH:15][C:14]=2[O:40][CH3:41])[CH2:9]1)=O)(C)(C)C.O.C1(C)C=CC(S(O)(=O)=O)=CC=1.[OH-].[Na+]. Given the product [NH:8]1[CH2:11][CH:10]([O:12][C:13]2[CH:18]=[CH:17][C:16]([N:19]3[CH:35]=[CH:34][C:23]4[N:24]=[C:25]([C:27]5[CH:32]=[CH:31][C:30]([Cl:33])=[CH:29][CH:28]=5)[S:26][C:22]=4[C:20]3=[O:21])=[CH:15][C:14]=2[O:40][CH3:41])[CH2:9]1, predict the reactants needed to synthesize it. (5) Given the product [Cl:19][C:11]1[C:12]([N:14]([CH:16]2[CH2:18][CH2:17]2)[CH3:15])=[CH:13][C:8]2[N:7]=[C:23]([C:24]3[CH:29]=[CH:28][CH:27]=[C:26]([N:30]4[C:34]([CH2:35][OH:36])=[CH:33][N:32]=[N:31]4)[CH:25]=3)[CH2:22][C:21](=[O:44])[NH:20][C:9]=2[CH:10]=1, predict the reactants needed to synthesize it. The reactants are: C(OC(=O)[NH:7][C:8]1[CH:13]=[C:12]([N:14]([CH:16]2[CH2:18][CH2:17]2)[CH3:15])[C:11]([Cl:19])=[CH:10][C:9]=1[NH:20][C:21](=[O:44])[CH2:22][C:23](=O)[C:24]1[CH:29]=[CH:28][CH:27]=[C:26]([N:30]2[C:34]([CH2:35][O:36]C3CCCCO3)=[CH:33][N:32]=[N:31]2)[CH:25]=1)(C)(C)C.C(O)(C(F)(F)F)=O. (6) Given the product [CH3:8][C@H:9]1[N:10]([C:15]2[N:16]=[N:17][C:18]([C:25]3[CH:26]=[CH:27][C:28]([C:31]([F:34])([F:32])[F:33])=[CH:29][CH:30]=3)=[C:19]3[CH:24]=[CH:23][N:22]=[CH:21][C:20]=23)[CH2:11][CH2:12][N:13]([C:35]([C:36]2[CH:41]=[CH:40][CH:39]=[CH:38][CH:37]=2)=[O:42])[CH2:14]1, predict the reactants needed to synthesize it. The reactants are: C(N(CC)CC)C.[CH3:8][C@@H:9]1[CH2:14][NH:13][CH2:12][CH2:11][N:10]1[C:15]1[N:16]=[N:17][C:18]([C:25]2[CH:30]=[CH:29][C:28]([C:31]([F:34])([F:33])[F:32])=[CH:27][CH:26]=2)=[C:19]2[CH:24]=[CH:23][N:22]=[CH:21][C:20]=12.[C:35](Cl)(=[O:42])[C:36]1[CH:41]=[CH:40][CH:39]=[CH:38][CH:37]=1.C(=O)(O)[O-].[Na+]. (7) Given the product [C:1]1([C:7]2([C:13]3[CH:18]=[CH:17][CH:16]=[CH:15][CH:14]=3)[CH2:11][CH2:10][NH:9][CH2:8]2)[CH:2]=[CH:3][CH:4]=[CH:5][CH:6]=1, predict the reactants needed to synthesize it. The reactants are: [C:1]1([C:7]2([C:13]3[CH:18]=[CH:17][CH:16]=[CH:15][CH:14]=3)[CH2:11][CH2:10][NH:9][C:8]2=O)[CH:6]=[CH:5][CH:4]=[CH:3][CH:2]=1.[H-].[Al+3].[Li+].[H-].[H-].[H-].